Dataset: Full USPTO retrosynthesis dataset with 1.9M reactions from patents (1976-2016). Task: Predict the reactants needed to synthesize the given product. (1) Given the product [C:12]([O:11][C:9](=[O:10])[NH:8][C:5]1[CH:6]=[CH:7][C:2]([Cl:1])=[CH:3][CH:4]=1)([CH3:15])([CH3:14])[CH3:13], predict the reactants needed to synthesize it. The reactants are: [Cl:1][C:2]1[CH:7]=[CH:6][C:5]([NH2:8])=[CH:4][CH:3]=1.[C:9](O[C:9]([O:11][C:12]([CH3:15])([CH3:14])[CH3:13])=[O:10])([O:11][C:12]([CH3:15])([CH3:14])[CH3:13])=[O:10]. (2) Given the product [NH:22]1[C:23]2[C:28](=[CH:27][CH:26]=[CH:25][CH:24]=2)[C:20]([CH2:19][C:18]([NH:17][C@H:16]([C:30]([NH:32][C:33]2[CH:34]=[CH:35][C:36]([CH:39]([C:71]3[CH:72]=[CH:73][C:74]([NH:77][C:78](=[O:101])[C@H:79]([CH2:93][C:94](=[O:95])[OH:96])[NH:80][C:81](=[O:92])[CH2:82][C:83]4[C:91]5[C:86](=[CH:87][CH:88]=[CH:89][CH:90]=5)[NH:85][CH:84]=4)=[CH:75][CH:76]=3)[C:40]3[CH:45]=[CH:44][C:43]([NH:46][C:47](=[O:70])[C@H:48]([CH2:62][C:63](=[O:64])[OH:65])[NH:49][C:50](=[O:61])[CH2:51][C:52]4[C:60]5[C:55](=[CH:56][CH:57]=[CH:58][CH:59]=5)[NH:54][CH:53]=4)=[CH:42][CH:41]=3)=[CH:37][CH:38]=2)=[O:31])[CH2:15][C:13](=[O:12])[OH:14])=[O:29])=[CH:21]1, predict the reactants needed to synthesize it. The reactants are: FC(F)(F)C(O)=O.C([O:12][C:13]([CH2:15][C@@H:16]([C:30]([NH:32][C:33]1[CH:38]=[CH:37][C:36]([CH:39]([C:71]2[CH:76]=[CH:75][C:74]([NH:77][C:78](=[O:101])[C@H:79]([CH2:93][C:94]([O:96]C(C)(C)C)=[O:95])[NH:80][C:81](=[O:92])[CH2:82][C:83]3[C:91]4[C:86](=[CH:87][CH:88]=[CH:89][CH:90]=4)[NH:85][CH:84]=3)=[CH:73][CH:72]=2)[C:40]2[CH:45]=[CH:44][C:43]([NH:46][C:47](=[O:70])[C@H:48]([CH2:62][C:63]([O:65]C(C)(C)C)=[O:64])[NH:49][C:50](=[O:61])[CH2:51][C:52]3[C:60]4[C:55](=[CH:56][CH:57]=[CH:58][CH:59]=4)[NH:54][CH:53]=3)=[CH:42][CH:41]=2)=[CH:35][CH:34]=1)=[O:31])[NH:17][C:18](=[O:29])[CH2:19][C:20]1[C:28]2[C:23](=[CH:24][CH:25]=[CH:26][CH:27]=2)[NH:22][CH:21]=1)=[O:14])(C)(C)C. (3) Given the product [F:8][C:9]1[CH:14]=[CH:13][CH:12]=[C:11]([F:15])[C:10]=1[C@H:16]1[CH2:22][N:21]2[C:23]([CH2:26][C:27]([F:28])([F:29])[F:30])=[CH:24][N:25]=[C:20]2[C@H:19]([NH:31][C:33]([N:56]2[CH2:57][CH2:58][CH:53]([C:48]3[C:49](=[O:52])[NH:50][N:51]=[C:46]([CH3:45])[CH:47]=3)[CH2:54][CH2:55]2)=[O:34])[CH2:18][CH2:17]1, predict the reactants needed to synthesize it. The reactants are: C(N(CC)CC)C.[F:8][C:9]1[CH:14]=[CH:13][CH:12]=[C:11]([F:15])[C:10]=1[C@H:16]1[CH2:22][N:21]2[C:23]([CH2:26][C:27]([F:30])([F:29])[F:28])=[CH:24][N:25]=[C:20]2[C@H:19]([NH2:31])[CH2:18][CH2:17]1.Cl[C:33](OC1C=CC([N+]([O-])=O)=CC=1)=[O:34].[CH3:45][C:46]1[CH:47]=[C:48]([CH:53]2[CH2:58][CH2:57][NH:56][CH2:55][CH2:54]2)[C:49](=[O:52])[NH:50][N:51]=1.C(=O)([O-])[O-].[Na+].[Na+]. (4) Given the product [C:1]([O:5][C:6]([NH:8][CH2:9][C:10]([N:12]([CH2:14][C:15]1[CH:16]=[C:17]([C:21]2[CH:26]=[N:25][C:24]([N:27]3[CH2:28][CH2:29][N:30]([C:33]4[CH:43]=[CH:42][C:36]([C:37]([OH:39])=[O:38])=[CH:35][CH:34]=4)[CH2:31][CH2:32]3)=[N:23][CH:22]=2)[CH:18]=[CH:19][CH:20]=1)[CH3:13])=[O:11])=[O:7])([CH3:4])([CH3:2])[CH3:3], predict the reactants needed to synthesize it. The reactants are: [C:1]([O:5][C:6]([NH:8][CH2:9][C:10]([N:12]([CH2:14][C:15]1[CH:16]=[C:17]([C:21]2[CH:22]=[N:23][C:24]([N:27]3[CH2:32][CH2:31][N:30]([C:33]4[CH:43]=[CH:42][C:36]([C:37]([O:39]CC)=[O:38])=[CH:35][CH:34]=4)[CH2:29][CH2:28]3)=[N:25][CH:26]=2)[CH:18]=[CH:19][CH:20]=1)[CH3:13])=[O:11])=[O:7])([CH3:4])([CH3:3])[CH3:2].[OH-].[Na+].Cl.O. (5) Given the product [CH3:32][N:12]1[CH:11]([C:10]2[CH:9]=[CH:8][C:5]([C:6]#[N:7])=[CH:4][C:3]=2[C:1]2[O:2][CH:44]=[N:43][CH:42]=2)[C:16]2[C:17](=[O:20])[CH2:18][CH2:19][C:15]=2[N:14]([C:21]2[CH:26]=[CH:25][CH:24]=[C:23]([C:27]([F:30])([F:29])[F:28])[CH:22]=2)[C:13]1=[O:31], predict the reactants needed to synthesize it. The reactants are: [CH:1]([C:3]1[CH:4]=[C:5]([CH:8]=[CH:9][C:10]=1[CH:11]1[C:16]2[C:17](=[O:20])[CH2:18][CH2:19][C:15]=2[N:14]([C:21]2[CH:26]=[CH:25][CH:24]=[C:23]([C:27]([F:30])([F:29])[F:28])[CH:22]=2)[C:13](=[O:31])[N:12]1[CH3:32])[C:6]#[N:7])=[O:2].C1(C)C=CC(S([CH2:42][N+:43]#[C-:44])(=O)=O)=CC=1.C(=O)([O-])[O-].[K+].[K+]. (6) The reactants are: C1(=O)CCCCC1.[CH2:8]1[CH2:13][C:12]([CH:14]=[O:15])=[C:11]([Cl:16])[CH2:10][CH2:9]1.[BH4-].[Na+].[Cl-].[Ce+3].[Cl-].[Cl-]. Given the product [Cl:16][C:11]1[CH2:10][CH2:9][CH2:8][CH2:13][C:12]=1[CH2:14][OH:15], predict the reactants needed to synthesize it. (7) Given the product [Br:20][C:17]1[C:16]2[CH2:15][CH2:14][CH2:13][CH2:12][C:11]=2[CH:10]=[C:9]2[C:18](=[O:19])[CH:6]([CH3:5])[CH2:7][C:8]=12, predict the reactants needed to synthesize it. The reactants are: [Al+3].[Cl-].[Cl-].[Cl-].[CH3:5][CH:6]1[C:18](=[O:19])[C:9]2=[CH:10][C:11]3[CH2:12][CH2:13][CH2:14][CH2:15][C:16]=3[CH:17]=[C:8]2[CH2:7]1.[Br:20]Br.O.